Dataset: Reaction yield outcomes from USPTO patents with 853,638 reactions. Task: Predict the reaction yield, written as a fraction of the theoretical maximum amount of product (1.0 means a 100% yield; for example, 0.34 means a 34% yield). (1) The reactants are C(O)(=O)C.[CH:5]([NH2:7])=[NH:6].C[O-].[Na+].CO.[CH3:13][C:14]([CH3:23])([CH3:22])[CH2:15][C:16](=O)[C:17](OC)=[O:18]. The catalyst is O.C(O)(=O)C. The product is [C:14]([C:15]1[CH:16]=[C:17]([OH:18])[N:7]=[CH:5][N:6]=1)([CH3:23])([CH3:22])[CH3:13]. The yield is 0.490. (2) The reactants are [Cl:1][C:2]1[CH:7]=[CH:6][C:5]([NH:8][C:9]2[C:14]([NH2:15])=[CH:13][CH:12]=[CH:11][N:10]=2)=[CH:4][CH:3]=1.[C:16]([O:20][C:21]([NH:23][C@@H:24]([CH3:28])[C:25](O)=O)=[O:22])([CH3:19])([CH3:18])[CH3:17].C1C=NC2N(O)N=NC=2C=1.CN1CCOCC1.Cl.CN(C)CCCN=C=NCC. The catalyst is C(Cl)Cl. The product is [C:16]([O:20][C:21](=[O:22])[NH:23][C@H:24]([C:25]1[N:8]([C:5]2[CH:6]=[CH:7][C:2]([Cl:1])=[CH:3][CH:4]=2)[C:9]2=[N:10][CH:11]=[CH:12][CH:13]=[C:14]2[N:15]=1)[CH3:28])([CH3:19])([CH3:18])[CH3:17]. The yield is 0.910. (3) The reactants are Cl.[Cl:2][C:3]1[CH:8]=[CH:7][C:6]([C:9]([N:11]2[CH2:15][CH:14]([N:16]3[CH2:21][CH2:20][NH:19][CH2:18][CH2:17]3)[CH:13]([OH:22])[CH2:12]2)=[O:10])=[CH:5][CH:4]=1.[BH3-]C#N.[Na+].CC([O-])=O.[Na+].[Cl:32][C:33]1[CH:40]=[CH:39][C:36]([CH:37]=O)=[CH:35][CH:34]=1. The catalyst is CO. The product is [Cl:32][C:33]1[CH:40]=[CH:39][C:36]([CH2:37][N:19]2[CH2:20][CH2:21][N:16]([CH:14]3[CH:13]([OH:22])[CH2:12][N:11]([C:9]([C:6]4[CH:7]=[CH:8][C:3]([Cl:2])=[CH:4][CH:5]=4)=[O:10])[CH2:15]3)[CH2:17][CH2:18]2)=[CH:35][CH:34]=1. The yield is 0.560. (4) The reactants are [NH2:1][C:2]1[O:6][N:5]=[C:4]([C:7]2[CH:12]=[CH:11][CH:10]=[CH:9][C:8]=2[Cl:13])[C:3]=1[C:14]([OH:16])=O.Cl.C(N=C=N[CH2:23][CH2:24][CH2:25][N:26]([CH3:28])C)C.N1CCN([C:35]([O:37][CH2:38][CH3:39])=[O:36])CC1.Cl[CH2:41]Cl. No catalyst specified. The product is [CH2:38]([O:37][C:35]([CH:23]1[CH2:24][CH2:25][N:26]([C:14]([C:3]2[C:4]([C:7]3[CH:12]=[CH:11][CH:10]=[CH:9][C:8]=3[Cl:13])=[N:5][O:6][C:2]=2[NH2:1])=[O:16])[CH2:28][CH2:41]1)=[O:36])[CH3:39]. The yield is 0.600.